The task is: Predict the reactants needed to synthesize the given product.. This data is from Full USPTO retrosynthesis dataset with 1.9M reactions from patents (1976-2016). (1) Given the product [I:13][C:3]1[CH:4]=[C:5]([CH2:8][C:9]([O:11][CH3:12])=[O:10])[CH:6]=[CH:7][C:2]=1[N:1]1[CH:14]=[N:26][N:25]=[N:24]1, predict the reactants needed to synthesize it. The reactants are: [NH2:1][C:2]1[CH:7]=[CH:6][C:5]([CH2:8][C:9]([O:11][CH3:12])=[O:10])=[CH:4][C:3]=1[I:13].[CH:14](OCC)(OCC)OCC.[N-:24]=[N+:25]=[N-:26].[Na+]. (2) Given the product [CH3:14][C:15]1[C:23]2[C:22]([CH2:12][C:3]3[C:4]4[C:9](=[CH:8][CH:7]=[CH:6][CH:5]=4)[CH:10]=[CH:11][C:2]=3[OH:1])=[N:21][CH:20]=[N:19][C:18]=2[S:17][C:16]=1[CH3:26], predict the reactants needed to synthesize it. The reactants are: [OH:1][C:2]1[CH:11]=[CH:10][C:9]2[C:4](=[CH:5][CH:6]=[CH:7][CH:8]=2)[C:3]=1[CH:12]=O.[CH3:14][C:15]1[C:23]2[C:22](NN)=[N:21][CH:20]=[N:19][C:18]=2[S:17][C:16]=1[CH3:26]. (3) Given the product [F:16][C:15]1[C:8]2[N:9]([CH3:14])[C:10](=[O:13])[CH2:11][O:12][C:7]=2[CH:6]=[CH:5][C:4]=1[CH2:3][CH2:2][N:39]1[CH2:40][CH2:41][N:36]([C:32]2[CH:31]=[CH:30][CH:29]=[C:28]3[C:33]=2[CH:34]=[CH:35][C:26]([CH3:25])=[N:27]3)[CH2:37][CH2:38]1, predict the reactants needed to synthesize it. The reactants are: Cl[CH2:2][CH2:3][C:4]1[CH:5]=[CH:6][C:7]2[O:12][CH2:11][C:10](=[O:13])[N:9]([CH3:14])[C:8]=2[C:15]=1[F:16].[I-].[Na+].C(=O)([O-])[O-].[Na+].[Na+].[CH3:25][C:26]1[CH:35]=[CH:34][C:33]2[C:28](=[CH:29][CH:30]=[CH:31][C:32]=2[N:36]2[CH2:41][CH2:40][NH:39][CH2:38][CH2:37]2)[N:27]=1. (4) Given the product [ClH:1].[N:2]1[CH:7]=[CH:6][CH:5]=[CH:4][C:3]=1[CH2:8][C:9]([OH:11])=[O:10].[CH3:18][N:16]([C:15]([O:19][N:20]1[N:28]=[N:27][C:22]2[CH:23]=[CH:24][CH:25]=[N:26][C:21]1=2)=[N+:13]([CH3:14])[CH3:12])[CH3:17].[F:29][P-:30]([F:35])([F:34])([F:33])([F:32])[F:31].[NH:45]1[C:53]2[C:48](=[C:49]([C:54]3[CH:62]=[C:61]4[C:57]([CH:58]=[N:59][NH:60]4)=[C:56]([NH:69][C:9](=[O:11])[CH2:8][C:3]4[CH:4]=[CH:5][CH:6]=[CH:7][N:2]=4)[CH:55]=3)[CH:50]=[CH:51][CH:52]=2)[CH:47]=[CH:46]1, predict the reactants needed to synthesize it. The reactants are: [ClH:1].[N:2]1[CH:7]=[CH:6][CH:5]=[CH:4][C:3]=1[CH2:8][C:9]([OH:11])=[O:10].[CH3:12][N:13]([C:15]([O:19][N:20]1[N:28]=[N:27][C:22]2[CH:23]=[CH:24][CH:25]=[N:26][C:21]1=2)=[N+:16]([CH3:18])[CH3:17])[CH3:14].[F:29][P-:30]([F:35])([F:34])([F:33])([F:32])[F:31].CCN(C(C)C)C(C)C.[NH:45]1[C:53]2[C:48](=[C:49]([C:54]3[CH:55]=[C:56]([NH2:69])[C:57]4[C:61]([CH:62]=3)=[N:60][N:59](C3CCCCO3)[CH:58]=4)[CH:50]=[CH:51][CH:52]=2)[CH:47]=[CH:46]1. (5) The reactants are: [C:1]1([CH:8]=[CH:7][C:5]([OH:6])=[CH:4][CH:3]=1)[OH:2].N1C=CN=C1.[Si:14](Cl)([C:17]([CH3:20])([CH3:19])[CH3:18])([CH3:16])[CH3:15]. Given the product [Si:14]([O:2][C:1]1[CH:8]=[CH:7][C:5]([OH:6])=[CH:4][CH:3]=1)([C:17]([CH3:20])([CH3:19])[CH3:18])([CH3:16])[CH3:15], predict the reactants needed to synthesize it. (6) Given the product [Br:1][C:2]1[CH:3]=[C:4]([N:8]([CH3:13])[S:9]([CH3:12])(=[O:10])=[O:11])[CH:5]=[CH:6][CH:7]=1, predict the reactants needed to synthesize it. The reactants are: [Br:1][C:2]1[CH:3]=[C:4]([NH:8][S:9]([CH3:12])(=[O:11])=[O:10])[CH:5]=[CH:6][CH:7]=1.[C:13](=O)([O-])[O-].[K+].[K+].CI.